From a dataset of Forward reaction prediction with 1.9M reactions from USPTO patents (1976-2016). Predict the product of the given reaction. (1) Given the reactants [CH3:1][C:2]1[NH:3][C:4]2[C:9]([CH:10]=1)=[CH:8][CH:7]=[CH:6][CH:5]=2.[Cl-].[Cl:12][C:13]1[CH:22]=[C:21]([F:23])[CH:20]=[CH:19][C:14]=1[CH:15]=[N+:16]([CH3:18])[CH3:17].ClC1C=C(F)C=CC=1C=O.CNC, predict the reaction product. The product is: [Cl:12][C:13]1[CH:22]=[C:21]([F:23])[CH:20]=[CH:19][C:14]=1[CH:15]([N:16]([CH3:18])[CH3:17])[C:10]1[C:9]2[C:4](=[CH:5][CH:6]=[CH:7][CH:8]=2)[NH:3][C:2]=1[CH3:1]. (2) Given the reactants [Cl:1][C:2]1[CH:3]=[C:4]2[C:8](=[CH:9][CH:10]=1)[NH:7][C:6](=[O:11])[C:5]2=[O:12].Br[C:14]1[CH:22]=[CH:21][C:17]([N:18]([CH3:20])[CH3:19])=[CH:16][C:15]=1[O:23][CH3:24], predict the reaction product. The product is: [Cl:1][C:2]1[CH:3]=[C:4]2[C:8](=[CH:9][CH:10]=1)[NH:7][C:6](=[O:11])[C:5]2([C:14]1[CH:22]=[CH:21][C:17]([N:18]([CH3:19])[CH3:20])=[CH:16][C:15]=1[O:23][CH3:24])[OH:12]. (3) The product is: [CH2:43]([O:42][C:40](=[O:41])[CH:39]([N:16]([CH2:15][C:12]1[CH:11]=[CH:10][C:9]([CH2:8][NH:7][C:6]([O:5][C:1]([CH3:3])([CH3:4])[CH3:2])=[O:28])=[CH:14][CH:13]=1)[CH2:17][CH2:18][CH2:19][CH2:20][N:21]([CH2:22][CH2:23][CH3:24])[CH2:25][CH2:26][CH3:27])[C:45]([O:47][CH2:48][CH3:49])=[O:46])[CH3:44]. Given the reactants [C:1]([O:5][C:6](=[O:28])[NH:7][CH2:8][C:9]1[CH:14]=[CH:13][C:12]([CH2:15][NH:16][CH2:17][CH2:18][CH2:19][CH2:20][N:21]([CH2:25][CH2:26][CH3:27])[CH2:22][CH2:23][CH3:24])=[CH:11][CH:10]=1)([CH3:4])([CH3:3])[CH3:2].C(N(C(C)C)CC)(C)C.Br[CH:39]([C:45]([O:47][CH2:48][CH3:49])=[O:46])[C:40]([O:42][CH2:43][CH3:44])=[O:41].C(=O)([O-])O.[Na+], predict the reaction product. (4) Given the reactants [C:1]([O:5][C:6]([N:8]1[CH2:11][CH2:10][C@H:9]1[CH2:12][O:13][C:14]1[CH:15]=[N:16][CH:17]=[C:18]([C:20]#[CH:21])[CH:19]=1)=[O:7])([CH3:4])([CH3:3])[CH3:2].I[C:23]1[CH:24]=[C:25]([CH:28]=[CH:29][CH:30]=1)[CH2:26][OH:27], predict the reaction product. The product is: [C:1]([O:5][C:6]([N:8]1[CH2:11][CH2:10][C@H:9]1[CH2:12][O:13][C:14]1[CH:19]=[C:18]([C:20]#[C:21][C:23]2[CH:24]=[C:25]([CH2:26][OH:27])[CH:28]=[CH:29][CH:30]=2)[CH:17]=[N:16][CH:15]=1)=[O:7])([CH3:4])([CH3:3])[CH3:2]. (5) Given the reactants C([N:8]1[CH2:12][CH2:11][CH2:10][C@H:9]1[CH2:13][N:14]1[C:18]([S:19]([C:22]2[CH:27]=[CH:26][C:25](C)=[CH:24][CH:23]=2)(=O)=O)=[N:17][N:16]=[N:15]1)(OC(C)(C)C)=O.C1C=CC(S)=CC=1.C([O-])([O-])=O.[K+].[K+], predict the reaction product. The product is: [C:22]1([S:19][C:18]2[N:14]([CH2:13][C@@H:9]3[CH2:10][CH2:11][CH2:12][NH:8]3)[N:15]=[N:16][N:17]=2)[CH:23]=[CH:24][CH:25]=[CH:26][CH:27]=1.